From a dataset of Drug-target binding data from BindingDB using Ki measurements. Regression. Given a target protein amino acid sequence and a drug SMILES string, predict the binding affinity score between them. We predict pKi (pKi = -log10(Ki in M); higher means stronger inhibition). Dataset: bindingdb_ki. The compound is Nc1ncnc2nc(-c3ccc(N4CCOCC4)nc3)cc(-c3cccc(Br)c3)c12. The target protein (P16599) has sequence MSTESMIRDVELAEEALPKKMGGLQNSRRCLCLSLFSFLLVAGATTLFCLLNFGVIGPNKEEKFPNGLPLISSMAQTLTLRSSSQNSSDKPVAHVVANHQAEEQLEWLSQRANALLANGMDLKDNQLVVPADGLYLIYSQVLFKGQGCPDYVLLTHTVSRFAISYQEKVSLLSAIKSPCPKDTPEGAELKPWYEPMYLGGVFQLEKGDLLSAEVNLPKYLDITESGQVYFGVIAL. The pKi is 5.0.